Dataset: Full USPTO retrosynthesis dataset with 1.9M reactions from patents (1976-2016). Task: Predict the reactants needed to synthesize the given product. (1) Given the product [Cl:15][CH2:16][C:17]([NH:9][CH2:8][CH2:7][C:1]1[CH:6]=[CH:5][CH:4]=[CH:3][CH:2]=1)=[O:18], predict the reactants needed to synthesize it. The reactants are: [C:1]1([CH2:7][CH2:8][NH2:9])[CH:6]=[CH:5][CH:4]=[CH:3][CH:2]=1.C(=O)(O)[O-].[Na+].[Cl:15][CH2:16][C:17](Cl)=[O:18].O. (2) Given the product [C:1]([O:5][C:6](=[O:27])[NH:7][C@H:8]([C:12]1[CH:17]=[C:16]([C:18]2[N:22]([CH3:23])[N:21]=[CH:20][C:19]=2[NH2:24])[CH:15]=[CH:14][N:13]=1)[CH2:9][CH:10]=[CH2:11])([CH3:3])([CH3:2])[CH3:4], predict the reactants needed to synthesize it. The reactants are: [C:1]([O:5][C:6](=[O:27])[NH:7][C@H:8]([C:12]1[CH:17]=[C:16]([C:18]2[N:22]([CH3:23])[N:21]=[CH:20][C:19]=2[N+:24]([O-])=O)[CH:15]=[CH:14][N:13]=1)[CH2:9][CH:10]=[CH2:11])([CH3:4])([CH3:3])[CH3:2]. (3) Given the product [C:1]([C:3]1[CH:4]=[CH:5][C:6]([C@@H:13]2[C:18]([C:19]#[N:20])=[C:17]([CH3:21])[N:16]([C:22]3[CH:27]=[CH:26][CH:25]=[C:24]([C:28]([F:31])([F:30])[F:29])[CH:23]=3)[C:15](=[O:32])[N:14]2[CH3:33])=[C:7]([S:9]([N:34]2[CH2:39][CH2:38][O:37][CH2:36][CH2:35]2)(=[O:11])=[O:10])[CH:8]=1)#[N:2], predict the reactants needed to synthesize it. The reactants are: [C:1]([C:3]1[CH:4]=[CH:5][C:6]([C@@H:13]2[C:18]([C:19]#[N:20])=[C:17]([CH3:21])[N:16]([C:22]3[CH:27]=[CH:26][CH:25]=[C:24]([C:28]([F:31])([F:30])[F:29])[CH:23]=3)[C:15](=[O:32])[N:14]2[CH3:33])=[C:7]([S:9](Cl)(=[O:11])=[O:10])[CH:8]=1)#[N:2].[NH:34]1[CH2:39][CH2:38][O:37][CH2:36][CH2:35]1.C(N(CC)CC)C. (4) The reactants are: Cl[C:2]1[CH:7]=[C:6]([O:8][C:9]2[CH:10]=[CH:11][C:12]([NH:15][C:16](=[O:22])[O:17][C:18]([CH3:21])([CH3:20])[CH3:19])=[N:13][CH:14]=2)[CH:5]=[CH:4][N:3]=1.[C:23]([Si](C)(C)C)#[CH:24]. Given the product [C:23]([C:2]1[CH:7]=[C:6]([O:8][C:9]2[CH:10]=[CH:11][C:12]([NH:15][C:16](=[O:22])[O:17][C:18]([CH3:21])([CH3:20])[CH3:19])=[N:13][CH:14]=2)[CH:5]=[CH:4][N:3]=1)#[CH:24], predict the reactants needed to synthesize it. (5) Given the product [CH3:6][O:5][C:3]([CH2:2][CH2:7][CH2:8][CH2:9][N:20]1[CH2:21][CH2:22][CH:17]([CH2:10][C:11]2[CH:16]=[CH:15][CH:14]=[CH:13][CH:12]=2)[CH2:18][CH2:19]1)=[O:4], predict the reactants needed to synthesize it. The reactants are: Br[CH:2]([CH2:7][CH2:8][CH3:9])[C:3]([O:5][CH3:6])=[O:4].[CH2:10]([CH:17]1[CH2:22][CH2:21][NH:20][CH2:19][CH2:18]1)[C:11]1[CH:16]=[CH:15][CH:14]=[CH:13][CH:12]=1.C(=O)([O-])[O-].[K+].[K+]. (6) The reactants are: [C:1]([O:9][CH2:10][C@@H:11]1[C@@H:15]([O:16][C:17](=[O:24])[C:18]2[CH:23]=[CH:22][CH:21]=[CH:20][CH:19]=2)[C@:14]([F:26])([CH3:25])[C:13](=[O:27])[O:12]1)(=[O:8])[C:2]1[CH:7]=[CH:6][CH:5]=[CH:4][CH:3]=1.[H-].C(O[Al](OC(C)(C)C)OC(C)(C)C)(C)(C)C.[Li+]. Given the product [C:1]([O:9][CH2:10][C@@H:11]1[C@@H:15]([O:16][C:17](=[O:24])[C:18]2[CH:19]=[CH:20][CH:21]=[CH:22][CH:23]=2)[C@:14]([F:26])([CH3:25])[CH:13]([OH:27])[O:12]1)(=[O:8])[C:2]1[CH:7]=[CH:6][CH:5]=[CH:4][CH:3]=1, predict the reactants needed to synthesize it. (7) Given the product [CH2:1]([N:3]([S:9]([C:12]1[CH:17]=[CH:16][C:15]([F:18])=[CH:14][CH:13]=1)(=[O:11])=[O:10])[C:4](=[CH2:8])[C:5]([NH:41][CH2:40][C:38]1[CH:37]=[C:36]([C:42]2[CH:43]=[CH:44][C:45]([C:48]([F:49])([F:50])[F:51])=[CH:46][CH:47]=2)[N:35]=[C:34]([O:33][CH:30]([CH3:32])[CH3:31])[CH:39]=1)=[O:7])[CH3:2], predict the reactants needed to synthesize it. The reactants are: [CH2:1]([N:3]([S:9]([C:12]1[CH:17]=[CH:16][C:15]([F:18])=[CH:14][CH:13]=1)(=[O:11])=[O:10])[C:4](=[CH2:8])[C:5]([OH:7])=O)[CH3:2].CCOC(OC(OCC)=O)=O.[CH:30]([O:33][C:34]1[CH:39]=[C:38]([CH2:40][NH2:41])[CH:37]=[C:36]([C:42]2[CH:47]=[CH:46][C:45]([C:48]([F:51])([F:50])[F:49])=[CH:44][CH:43]=2)[N:35]=1)([CH3:32])[CH3:31].